From a dataset of Reaction yield outcomes from USPTO patents with 853,638 reactions. Predict the reaction yield, written as a fraction of the theoretical maximum amount of product (1.0 means a 100% yield; for example, 0.34 means a 34% yield). The reactants are [CH3:1][O:2][C:3](=[O:30])[CH2:4][C:5]1[CH:10]=[CH:9][C:8]([C:11]#[C:12][C:13]2[CH:18]=[C:17]([C:19]([CH3:22])([CH3:21])[CH3:20])[C:16]([O:23][CH:24]([CH3:26])[CH3:25])=[C:15]([CH2:27]O)[C:14]=2[CH3:29])=[CH:7][CH:6]=1.C1(P(C2C=CC=CC=2)C2C=CC=CC=2)C=CC=CC=1.[Br:50]N1C(=O)CCC1=O. The catalyst is ClCCl. The product is [CH3:1][O:2][C:3](=[O:30])[CH2:4][C:5]1[CH:10]=[CH:9][C:8]([C:11]#[C:12][C:13]2[CH:18]=[C:17]([C:19]([CH3:22])([CH3:21])[CH3:20])[C:16]([O:23][CH:24]([CH3:26])[CH3:25])=[C:15]([CH2:27][Br:50])[C:14]=2[CH3:29])=[CH:7][CH:6]=1. The yield is 0.690.